Dataset: Forward reaction prediction with 1.9M reactions from USPTO patents (1976-2016). Task: Predict the product of the given reaction. (1) The product is: [CH:43]1([O:42][N:37]2[C:36]([CH3:51])([CH3:52])[CH2:35][CH:34]([NH:182][CH2:164][CH2:165][CH2:166][CH2:167][CH2:168][CH2:169][CH2:170][CH2:171][CH2:172][CH2:173][CH2:174][CH2:175][CH2:176][CH2:177][CH2:178][CH2:179][CH2:180][CH3:181])[CH2:39][C:38]2([CH3:40])[CH3:41])[CH2:44][CH2:45][CH2:46][CH2:47][CH2:48]1. Given the reactants C(O[CH:34]1[CH2:39][C:38]([CH3:41])([CH3:40])[N:37]([O:42][CH2:43][CH2:44][CH2:45][CH2:46][CH2:47][CH2:48]CC)[C:36]([CH3:52])([CH3:51])[CH2:35]1)(=O)CCCCCCCCC(OC1CC(C)(C)N(OCCCCCCCC)C(C)(C)C1)=O.N1CCC(O)CC1.C1(ON2C(C)(C)CC(CCCCNC3N=C(NCCCCC4CC(C)(C)N(OC5CCCCC5)C(C)(C)C4)N=C(Cl)N=3)CC2(C)C)CCCCC1.NN1C(C)(C)CC(CCCCCCC2CC(C)(C)N(N)C(C)(C)C2)CC1(C)C.ClC1N=C(N(CCCC)CCCC)N=C(N(CCCC)CCCC)N=1.[CH2:164]([N:182](CCCCCCCCCCCCCCCCCC)O)[CH2:165][CH2:166][CH2:167][CH2:168][CH2:169][CH2:170][CH2:171][CH2:172][CH2:173][CH2:174][CH2:175][CH2:176][CH2:177][CH2:178][CH2:179][CH2:180][CH3:181], predict the reaction product. (2) Given the reactants Cl.[NH2:2][C:3]1[C:4]2[C:14]([O:15][CH2:16][C:17]([NH2:20])([CH3:19])[CH3:18])=[CH:13][CH:12]=[CH:11][C:5]=2[NH:6][S:7](=[O:10])(=[O:9])[N:8]=1.[N:21]1([C:30]2[CH:31]=[C:32]([CH:36]=[CH:37][N:38]=2)[C:33](O)=[O:34])[C:25]2[CH:26]=[CH:27][CH:28]=[CH:29][C:24]=2[N:23]=[CH:22]1, predict the reaction product. The product is: [NH2:2][C:3]1[C:4]2[C:14]([O:15][CH2:16][C:17]([NH:20][C:33](=[O:34])[C:32]3[CH:36]=[CH:37][N:38]=[C:30]([N:21]4[C:25]5[CH:26]=[CH:27][CH:28]=[CH:29][C:24]=5[N:23]=[CH:22]4)[CH:31]=3)([CH3:18])[CH3:19])=[CH:13][CH:12]=[CH:11][C:5]=2[NH:6][S:7](=[O:10])(=[O:9])[N:8]=1.